Dataset: Retrosynthesis with 50K atom-mapped reactions and 10 reaction types from USPTO. Task: Predict the reactants needed to synthesize the given product. Given the product C=CC(O[Si](C)(C)C(C)(C)C)C1OC(C)(C)OC1C(=O)COC(c1ccccc1)(c1ccccc1)c1ccccc1, predict the reactants needed to synthesize it. The reactants are: C=CC(O[Si](C)(C)C(C)(C)C)C1OC(C)(C)OC1C(O)COC(c1ccccc1)(c1ccccc1)c1ccccc1.